The task is: Predict the reaction yield, written as a fraction of the theoretical maximum amount of product (1.0 means a 100% yield; for example, 0.34 means a 34% yield).. This data is from Reaction yield outcomes from USPTO patents with 853,638 reactions. (1) The reactants are Cl[C:2]1[N:7]=[C:6]([N:8]2[CH2:13][CH2:12][O:11][CH2:10][CH2:9]2)[N:5]=[C:4]([N:14]2[CH2:20][CH:19]3[O:21][CH:16]([CH2:17][CH2:18]3)[CH2:15]2)[N:3]=1.C(=O)([O-])[O-].[Na+].[Na+].[NH2:28][C:29]1[CH:34]=[CH:33][C:32](B2OC(C)(C)C(C)(C)O2)=[CH:31][CH:30]=1. The catalyst is C1C=CC([P]([Pd]([P](C2C=CC=CC=2)(C2C=CC=CC=2)C2C=CC=CC=2)([P](C2C=CC=CC=2)(C2C=CC=CC=2)C2C=CC=CC=2)[P](C2C=CC=CC=2)(C2C=CC=CC=2)C2C=CC=CC=2)(C2C=CC=CC=2)C2C=CC=CC=2)=CC=1.COCCOC. The product is [N:8]1([C:6]2[N:5]=[C:4]([N:14]3[CH2:20][CH:19]4[O:21][CH:16]([CH2:17][CH2:18]4)[CH2:15]3)[N:3]=[C:2]([C:32]3[CH:33]=[CH:34][C:29]([NH2:28])=[CH:30][CH:31]=3)[N:7]=2)[CH2:13][CH2:12][O:11][CH2:10][CH2:9]1. The yield is 0.590. (2) The reactants are [CH:1]1([N:6]2[C:11](=[O:12])[C:10]([C:13]([NH:15][CH2:16][C:17]([O:19]CC)=[O:18])=[O:14])=[C:9]([OH:22])[C:8]([C:23]([O:25]C)=O)=[C:7]2[OH:27])[CH2:5][CH2:4][CH2:3][CH2:2]1.[NH2:28][C:29]1[CH:30]=[N:31][CH:32]=[CH:33][CH:34]=1.Cl. The catalyst is C(Cl)(Cl)Cl. The product is [CH:1]1([N:6]2[C:7]([OH:27])=[C:8]([C:23]([NH:28][C:29]3[CH:30]=[N:31][CH:32]=[CH:33][CH:34]=3)=[O:25])[C:9]([OH:22])=[C:10]([C:13]([NH:15][CH2:16][C:17]([OH:19])=[O:18])=[O:14])[C:11]2=[O:12])[CH2:2][CH2:3][CH2:4][CH2:5]1. The yield is 0.735. (3) The reactants are [H-].[K+].[N:3]1[C:12]2[C:7](=[CH:8][CH:9]=[CH:10][C:11]=2[CH:13]2[C:21]3[C:16](=[CH:17][CH:18]=[CH:19][CH:20]=3)[CH:15]=[CH:14]2)[CH:6]=[CH:5][CH:4]=1.[Cl-:22].[Cr+3:23].[Cl-].[Cl-]. The catalyst is C1COCC1. The product is [Cl-:22].[Cl-:22].[N:3]1[C:12]2[C:7](=[CH:8][CH:9]=[CH:10][C:11]=2[CH:13]2[C:21]3[C:16](=[CH:17][CH:18]=[CH:19][CH:20]=3)[CH:15]=[C:14]2[Cr+2:23])[CH:6]=[CH:5][CH:4]=1. The yield is 0.500.